From a dataset of Forward reaction prediction with 1.9M reactions from USPTO patents (1976-2016). Predict the product of the given reaction. (1) Given the reactants [CH:1]1([N:6]2[C:15]3[N:14]=[C:13]([C:16]4[CH:21]=[CH:20][N:19]=[C:18](F)[CH:17]=4)[N:12]=[CH:11][C:10]=3[N:9]([CH3:23])[C:8](=[O:24])[C@H:7]2[CH2:25][CH3:26])[CH2:5][CH2:4][CH2:3][CH2:2]1.C([O-])(O)=[O:28].[Na+], predict the reaction product. The product is: [CH:1]1([N:6]2[C:15]3[N:14]=[C:13]([C:16]4[CH:21]=[CH:20][N:19]=[C:18]([OH:28])[CH:17]=4)[N:12]=[CH:11][C:10]=3[N:9]([CH3:23])[C:8](=[O:24])[C@H:7]2[CH2:25][CH3:26])[CH2:5][CH2:4][CH2:3][CH2:2]1. (2) Given the reactants [NH2:1][C:2]1[C:3]2[N:4]([C:8]([CH:25]3[CH2:28][CH2:27][CH2:26]3)=[N:9][C:10]=2[C:11]2[CH2:12][CH2:13][N:14]([C:17](C3C=CC=CC=3)=[O:18])[CH2:15][CH:16]=2)[CH:5]=[CH:6][N:7]=1.[C:29]1([CH2:35]C(O)=O)[CH:34]=[CH:33][CH:32]=[CH:31][CH:30]=1, predict the reaction product. The product is: [NH2:1][C:2]1[C:3]2[N:4]([C:8]([CH:25]3[CH2:28][CH2:27][CH2:26]3)=[N:9][C:10]=2[C:11]2[CH2:12][CH2:13][N:14]([C:17](=[O:18])[CH2:35][C:29]3[CH:34]=[CH:33][CH:32]=[CH:31][CH:30]=3)[CH2:15][CH:16]=2)[CH:5]=[CH:6][N:7]=1.